From a dataset of Full USPTO retrosynthesis dataset with 1.9M reactions from patents (1976-2016). Predict the reactants needed to synthesize the given product. (1) Given the product [CH2:28]([N:31]([CH3:32])[C:33]1([C:38]#[C:39][C:16]2[CH:15]=[CH:14][C:13]3[C:9]([C:6]4[CH:5]=[CH:4][C:3]([C:2]([F:1])([F:26])[F:27])=[CH:8][CH:7]=4)=[N:10][S:11][C:12]=3[CH:17]=2)[CH2:34][CH2:35][CH2:36][CH2:37]1)[CH:29]=[CH2:30], predict the reactants needed to synthesize it. The reactants are: [F:1][C:2]([F:27])([F:26])[C:3]1[CH:8]=[CH:7][C:6]([C:9]2[C:13]3[CH:14]=[CH:15][C:16](OS(C(F)(F)F)(=O)=O)=[CH:17][C:12]=3[S:11][N:10]=2)=[CH:5][CH:4]=1.[CH2:28]([N:31]([C:33]1([C:38]#[CH:39])[CH2:37][CH2:36][CH2:35][CH2:34]1)[CH3:32])[CH:29]=[CH2:30]. (2) Given the product [O:31]1[CH2:32][CH2:33][N:28]([C:22]2[CH:23]=[CH:24][C:25]3[C:26]4[N:27]=[C:15]([C:2]5[CH:3]=[C:4]6[C:8](=[CH:9][CH:10]=5)[N:7]([CH2:21][CH2:22][N:28]5[CH2:33][CH2:32][O:31][CH2:30][CH2:29]5)[N:6]=[CH:5]6)[CH:16]=[C:17]([C:34]([NH2:36])=[O:35])[C:18]=4[NH:19][C:20]=3[CH:21]=2)[CH2:29][CH2:30]1, predict the reactants needed to synthesize it. The reactants are: Br[C:2]1[CH:10]=[CH:9][C:8]2[C:4](=[CH:5][N:6](CCCl)[N:7]=2)[CH:3]=1.Br[C:15]1[CH:16]=[C:17]([C:34]([NH2:36])=[O:35])[C:18]2[NH:19][C:20]3[CH:21]=[C:22]([N:28]4[CH2:33][CH2:32][O:31][CH2:30][CH2:29]4)[CH:23]=[CH:24][C:25]=3[C:26]=2[N:27]=1.